Predict the reaction yield, written as a fraction of the theoretical maximum amount of product (1.0 means a 100% yield; for example, 0.34 means a 34% yield). From a dataset of Reaction yield outcomes from USPTO patents with 853,638 reactions. (1) The yield is 0.280. The catalyst is O1CCCC1. The product is [Cl:1][C:2]1[N:3]=[CH:4][CH:5]=[C:6]2[CH:12]=[C:11]([CH3:13])[NH:8][C:7]=12. The reactants are [Cl:1][C:2]1[C:7]([N+:8]([O-])=O)=[CH:6][CH:5]=[CH:4][N:3]=1.[C:11]([Mg]Br)([CH3:13])=[CH2:12].O1CCCC1. (2) The reactants are [CH3:1][O:2][C:3](=[O:12])[C:4]1[CH:9]=[CH:8][CH:7]=[C:6]([CH2:10]Br)[CH:5]=1.[OH:13][CH2:14][CH2:15][C:16]1[CH:17]=[C:18]([C:22]2[C:23]([CH3:29])=[CH:24][C:25](=[O:28])[NH:26][N:27]=2)[CH:19]=[CH:20][CH:21]=1.C(=O)([O-])[O-].[Cs+].[Cs+]. The catalyst is CN1CCCC1. The product is [CH3:1][O:2][C:3](=[O:12])[C:4]1[CH:9]=[CH:8][CH:7]=[C:6]([CH2:10][N:26]2[C:25](=[O:28])[CH:24]=[C:23]([CH3:29])[C:22]([C:18]3[CH:19]=[CH:20][CH:21]=[C:16]([CH2:15][CH2:14][OH:13])[CH:17]=3)=[N:27]2)[CH:5]=1. The yield is 0.920. (3) The reactants are [CH3:1][N:2]1[C:6]([CH:7]2[CH2:13][CH2:12][CH:11]=[CH:10][CH2:9][O:8]2)=[C:5]([N+:14]([O-:16])=[O:15])[CH:4]=[N:3]1.C1C=C(Cl)C=C(C(OO)=[O:25])C=1. The catalyst is C(Cl)Cl. The product is [CH:11]12[O:25][CH:10]1[CH2:9][O:8][CH:7]([C:6]1[N:2]([CH3:1])[N:3]=[CH:4][C:5]=1[N+:14]([O-:16])=[O:15])[CH2:13][CH2:12]2. The yield is 0.430. (4) The reactants are I[C:2]1[CH:3]=[C:4]([C:22]([O:24]C)=O)[C:5]([O:8][C:9]2[CH:14]=[CH:13][C:12]([O:15][C:16]3[CH:21]=[CH:20][CH:19]=[CH:18][CH:17]=3)=[CH:11][CH:10]=2)=[N:6][CH:7]=1.[NH2:26][CH:27]1[CH2:32][CH2:31][CH2:30][N:29]([C:33](OC(C)(C)C)=O)[CH2:28]1.[NH3:40].[N:41]#CBr. The catalyst is CO.Cl. The product is [C:33]([N:29]1[CH2:30][CH2:31][CH2:32][CH:27]([NH:26][C:2]2[CH:3]=[C:4]([C:22]([NH2:41])=[O:24])[C:5]([O:8][C:9]3[CH:14]=[CH:13][C:12]([O:15][C:16]4[CH:21]=[CH:20][CH:19]=[CH:18][CH:17]=4)=[CH:11][CH:10]=3)=[N:6][CH:7]=2)[CH2:28]1)#[N:40]. The yield is 0.620. (5) The reactants are [CH2:1]([O:8][C:9]1[CH:18]=[C:17]2[C:12]([C:13](=O)[NH:14][CH:15]=[N:16]2)=[CH:11][CH:10]=1)[C:2]1[CH:7]=[CH:6][CH:5]=[CH:4][CH:3]=1.S(Cl)([Cl:22])=O. The catalyst is CN(C=O)C. The product is [CH2:1]([O:8][C:9]1[CH:18]=[C:17]2[C:12]([C:13]([Cl:22])=[N:14][CH:15]=[N:16]2)=[CH:11][CH:10]=1)[C:2]1[CH:7]=[CH:6][CH:5]=[CH:4][CH:3]=1. The yield is 0.890. (6) The reactants are FC(F)(F)C(O)=O.[Cl:8][C:9]1[CH:14]=[C:13]([C:15]([N:17]2[C:30]3[C:25](=[CH:26][CH:27]=[CH:28][CH:29]=3)[C:19]3([CH2:24][CH2:23][NH:22][CH2:21][CH2:20]3)[CH2:18]2)=[O:16])[CH:12]=[CH:11][N:10]=1.[CH:31](=O)/[CH:32]=[CH:33]/[C:34]1[CH:39]=[CH:38][CH:37]=[CH:36][CH:35]=1. The catalyst is O1CCCC1.C(O)C. The product is [Cl:8][C:9]1[CH:14]=[C:13]([C:15]([N:17]2[C:30]3[C:25](=[CH:26][CH:27]=[CH:28][CH:29]=3)[C:19]3([CH2:20][CH2:21][N:22]([CH2:31]/[CH:32]=[CH:33]/[C:34]4[CH:39]=[CH:38][CH:37]=[CH:36][CH:35]=4)[CH2:23][CH2:24]3)[CH2:18]2)=[O:16])[CH:12]=[CH:11][N:10]=1. The yield is 0.940.